From a dataset of Forward reaction prediction with 1.9M reactions from USPTO patents (1976-2016). Predict the product of the given reaction. (1) Given the reactants O[C:2]1([C:21]2[CH:26]=[CH:25][CH:24]=[CH:23][CH:22]=2)[CH2:7][CH2:6][N:5]([C:8]2[C:17]3[C:12](=[CH:13][CH:14]=[C:15]([C:18]([NH2:20])=[O:19])[CH:16]=3)[CH:11]=[N:10][CH:9]=2)[CH2:4][CH2:3]1, predict the reaction product. The product is: [C:21]1([C:2]2[CH2:7][CH2:6][N:5]([C:8]3[C:17]4[C:12](=[CH:13][CH:14]=[C:15]([C:18]([NH2:20])=[O:19])[CH:16]=4)[CH:11]=[N:10][CH:9]=3)[CH2:4][CH:3]=2)[CH:26]=[CH:25][CH:24]=[CH:23][CH:22]=1. (2) Given the reactants FC(F)(F)[C:3]([C:5]1[N:6]=[C:7]([CH2:14][CH2:15][CH3:16])[N:8]2[CH:13]=[CH:12][CH:11]=[CH:10][C:9]=12)=[O:4].[OH-:19].[K+], predict the reaction product. The product is: [CH2:14]([C:7]1[N:8]2[CH:13]=[CH:12][CH:11]=[CH:10][C:9]2=[C:5]([C:3]([OH:4])=[O:19])[N:6]=1)[CH2:15][CH3:16]. (3) Given the reactants [F:1][C:2]([F:18])([F:17])[CH:3]([NH:6][C:7](=[O:16])[O:8][CH2:9][C:10]1[CH:15]=[CH:14][CH:13]=[CH:12][CH:11]=1)[CH2:4][OH:5].C(N(CC)CC)C.[CH3:26][S:27](Cl)(=[O:29])=[O:28], predict the reaction product. The product is: [CH3:26][S:27]([O:5][CH2:4][CH:3]([NH:6][C:7]([O:8][CH2:9][C:10]1[CH:15]=[CH:14][CH:13]=[CH:12][CH:11]=1)=[O:16])[C:2]([F:17])([F:18])[F:1])(=[O:29])=[O:28].